Dataset: Full USPTO retrosynthesis dataset with 1.9M reactions from patents (1976-2016). Task: Predict the reactants needed to synthesize the given product. (1) Given the product [CH:29]1([CH2:33][N:27]2[N:26]=[N:25][C:24]([C:20]3[CH:19]=[C:18]([C:17]4[N:12]5[N:11]=[CH:10][C:9]([C:4]6[CH:3]=[C:2]([CH3:1])[CH:7]=[C:6]([CH3:8])[CH:5]=6)=[C:13]5[N:14]=[CH:15][CH:16]=4)[CH:23]=[CH:22][CH:21]=3)=[N:28]2)[CH2:32][CH2:31][CH2:30]1, predict the reactants needed to synthesize it. The reactants are: [CH3:1][C:2]1[CH:3]=[C:4]([C:9]2[CH:10]=[N:11][N:12]3[C:17]([C:18]4[CH:23]=[CH:22][CH:21]=[C:20]([C:24]5[NH:28][N:27]=[N:26][N:25]=5)[CH:19]=4)=[CH:16][CH:15]=[N:14][C:13]=23)[CH:5]=[C:6]([CH3:8])[CH:7]=1.[CH:29]1([CH2:33]Br)[CH2:32][CH2:31][CH2:30]1. (2) Given the product [C:1](=[N:11][OH:12])([C:4]1[CH:9]=[CH:8][CH:7]=[CH:6][CH:5]=1)[CH3:2], predict the reactants needed to synthesize it. The reactants are: [C:1]([C:4]1[CH:9]=[CH:8][CH:7]=[CH:6][CH:5]=1)(=O)[CH3:2].Cl.[NH2:11][OH:12].[OH-].[Na+]. (3) Given the product [NH:12]1[C:13]2[C:9](=[CH:8][C:7]([N:1]3[CH2:6][CH2:5][N:4]([CH2:17][CH2:18][C@H:19]4[C:27]5[C:22](=[CH:23][CH:24]=[CH:25][CH:26]=5)[N:21]([C:28]([NH2:30])=[O:29])[CH2:20]4)[CH2:3][CH2:2]3)=[CH:15][CH:14]=2)[CH:10]=[CH:11]1, predict the reactants needed to synthesize it. The reactants are: [N:1]1([C:7]2[CH:8]=[C:9]3[C:13](=[CH:14][CH:15]=2)[NH:12][CH:11]=[CH:10]3)[CH2:6][CH2:5][NH:4][CH2:3][CH2:2]1.Br[CH2:17][CH2:18][C@H:19]1[C:27]2[C:22](=[CH:23][CH:24]=[CH:25][CH:26]=2)[N:21]([C:28]([NH2:30])=[O:29])[CH2:20]1.C(=O)([O-])[O-].[K+].[K+]. (4) Given the product [CH3:1][O:2][C:3]1[CH:4]=[C:5]2[C:10](=[CH:11][C:12]=1[O:13][CH3:14])[N:9]=[CH:8][CH:7]=[C:6]2[O:15][C:16]1[C:22]([CH3:23])=[CH:21][C:19]([NH:20][C:29](=[O:35])[O:30][CH2:31][C:39]2[CH:40]=[CH:41][CH:42]=[CH:43][C:38]=2[Cl:37])=[C:18]([CH3:24])[CH:17]=1, predict the reactants needed to synthesize it. The reactants are: [CH3:1][O:2][C:3]1[CH:4]=[C:5]2[C:10](=[CH:11][C:12]=1[O:13][CH3:14])[N:9]=[CH:8][CH:7]=[C:6]2[O:15][C:16]1[C:22]([CH3:23])=[CH:21][C:19]([NH2:20])=[C:18]([CH3:24])[CH:17]=1.ClC(Cl)(O[C:29](=[O:35])[O:30][C:31](Cl)(Cl)Cl)Cl.[Cl:37][C:38]1[CH:43]=[CH:42][CH:41]=[CH:40][C:39]=1CO.C(=O)(O)[O-].[Na+]. (5) The reactants are: [F:1][C:2]1[CH:7]=[CH:6][CH:5]=[CH:4][C:3]=1[CH:8]1[CH2:13][CH2:12][NH:11][CH2:10][CH:9]1[CH2:14][N:15]([C@@H:23]([C:25]1[C:34]2[C:29](=[CH:30][CH:31]=[CH:32][CH:33]=2)[CH:28]=[CH:27][CH:26]=1)[CH3:24])[C:16](=[O:22])[O:17][C:18]([CH3:21])([CH3:20])[CH3:19].C(=O)([O-])O.[Na+].C1COCC1.Cl[C:46]([O:48][C:49]1[CH:58]=[CH:57][C:52]([C:53]([O:55]C)=[O:54])=[CH:51][CH:50]=1)=[O:47]. Given the product [C:18]([O:17][C:16]([N:15]([CH2:14][CH:9]1[CH:8]([C:3]2[CH:4]=[CH:5][CH:6]=[CH:7][C:2]=2[F:1])[CH2:13][CH2:12][N:11]([C:46]([O:48][C:49]2[CH:58]=[CH:57][C:52]([C:53]([OH:55])=[O:54])=[CH:51][CH:50]=2)=[O:47])[CH2:10]1)[C@@H:23]([C:25]1[C:34]2[C:29](=[CH:30][CH:31]=[CH:32][CH:33]=2)[CH:28]=[CH:27][CH:26]=1)[CH3:24])=[O:22])([CH3:19])([CH3:21])[CH3:20], predict the reactants needed to synthesize it. (6) Given the product [NH2:19][C:17]1[C:18]2[N:10]([CH2:9][O:8][CH2:1][C:2]3[CH:7]=[CH:6][CH:5]=[CH:4][CH:3]=3)[CH:11]=[C:12]([C:34]#[C:33][CH2:32][CH:35]3[CH2:40][CH2:39][N:38]([C:41]([O:43][C:44]([CH3:47])([CH3:46])[CH3:45])=[O:42])[CH2:37][CH2:36]3)[C:13]=2[N:14]=[C:15]([CH2:20][CH2:21][CH2:22][CH3:23])[N:16]=1, predict the reactants needed to synthesize it. The reactants are: [CH2:1]([O:8][CH2:9][N:10]1[C:18]2[C:17]([NH2:19])=[N:16][C:15]([CH2:20][CH2:21][CH2:22][CH3:23])=[N:14][C:13]=2[C:12](I)=[CH:11]1)[C:2]1[CH:7]=[CH:6][CH:5]=[CH:4][CH:3]=1.C(N(CC)CC)C.[CH2:32]([CH:35]1[CH2:40][CH2:39][N:38]([C:41]([O:43][C:44]([CH3:47])([CH3:46])[CH3:45])=[O:42])[CH2:37][CH2:36]1)[C:33]#[CH:34]. (7) Given the product [Cl:1][C:2]1[CH:3]=[CH:4][C:5]([OH:11])=[C:6](/[C:8](=[N:21]/[NH:20][C:12](=[O:19])[C:13]2[CH:18]=[CH:17][CH:16]=[CH:15][CH:14]=2)/[CH3:9])[CH:7]=1, predict the reactants needed to synthesize it. The reactants are: [Cl:1][C:2]1[CH:3]=[CH:4][C:5]([OH:11])=[C:6]([C:8](=O)[CH3:9])[CH:7]=1.[C:12]([NH:20][NH2:21])(=[O:19])[C:13]1[CH:18]=[CH:17][CH:16]=[CH:15][CH:14]=1. (8) Given the product [CH2:26]([C:25]1[CH:24]=[CH:23][CH:22]=[C:21]([CH2:28][CH3:29])[C:20]=1[C:17]1[CH:18]=[C:19]2[C:11]([CH2:10][C:5]([CH2:6][CH3:7])([CH2:8][CH3:9])[CH2:4][OH:3])=[CH:12][N:13]([C:30]3[CH:31]=[CH:32][C:33]([CH:36]([CH3:38])[CH3:37])=[CH:34][CH:35]=3)[C:14]2=[CH:15][N:16]=1)[CH3:27], predict the reactants needed to synthesize it. The reactants are: C([O:3][C:4](=O)[C:5]([CH2:10][C:11]1[C:19]2[C:14](=[CH:15][N:16]=[C:17]([C:20]3[C:25]([CH2:26][CH3:27])=[CH:24][CH:23]=[CH:22][C:21]=3[CH2:28][CH3:29])[CH:18]=2)[N:13]([C:30]2[CH:35]=[CH:34][C:33]([CH:36]([CH3:38])[CH3:37])=[CH:32][CH:31]=2)[CH:12]=1)([CH2:8][CH3:9])[CH2:6][CH3:7])C.CC(C[AlH]CC(C)C)C.[C@H](O)(C([O-])=O)[C@@H](O)C([O-])=O.[Na+].[K+]. (9) Given the product [CH3:5][NH:6][C:7](=[O:38])[C:8]1[CH:13]=[CH:12][C:11]([N:14]2[C:18]([CH2:19][OH:20])([CH3:22])[C:17](=[O:23])[N:16]([C:24]3[CH:29]=[CH:28][C:27]([C:30]#[N:31])=[C:26]([C:32]([F:35])([F:34])[F:33])[CH:25]=3)[C:15]2=[S:36])=[CH:10][C:9]=1[F:37], predict the reactants needed to synthesize it. The reactants are: B(Br)(Br)Br.[CH3:5][NH:6][C:7](=[O:38])[C:8]1[CH:13]=[CH:12][C:11]([N:14]2[C:18]([CH3:22])([CH2:19][O:20]C)[C:17](=[O:23])[N:16]([C:24]3[CH:29]=[CH:28][C:27]([C:30]#[N:31])=[C:26]([C:32]([F:35])([F:34])[F:33])[CH:25]=3)[C:15]2=[S:36])=[CH:10][C:9]=1[F:37].C([O-])([O-])=O.[Na+].[Na+]. (10) Given the product [Br:1][C:2]1[CH:11]=[C:10]([OH:18])[C:5]([C:6]([O:8][CH3:9])=[O:7])=[C:4]([F:13])[CH:3]=1, predict the reactants needed to synthesize it. The reactants are: [Br:1][C:2]1[CH:11]=[C:10](F)[C:5]([C:6]([O:8][CH3:9])=[O:7])=[C:4]([F:13])[CH:3]=1.C([OH:18])C#CC.CC(C)([O-])C.[K+].